Dataset: NCI-60 drug combinations with 297,098 pairs across 59 cell lines. Task: Regression. Given two drug SMILES strings and cell line genomic features, predict the synergy score measuring deviation from expected non-interaction effect. (1) Drug 1: C1=CC(=CC=C1CCC2=CNC3=C2C(=O)NC(=N3)N)C(=O)NC(CCC(=O)O)C(=O)O. Drug 2: CC1C(C(CC(O1)OC2CC(OC(C2O)C)OC3=CC4=CC5=C(C(=O)C(C(C5)C(C(=O)C(C(C)O)O)OC)OC6CC(C(C(O6)C)O)OC7CC(C(C(O7)C)O)OC8CC(C(C(O8)C)O)(C)O)C(=C4C(=C3C)O)O)O)O. Cell line: DU-145. Synergy scores: CSS=13.7, Synergy_ZIP=-3.22, Synergy_Bliss=-2.21, Synergy_Loewe=-4.01, Synergy_HSA=-1.77. (2) Drug 1: COC1=NC(=NC2=C1N=CN2C3C(C(C(O3)CO)O)O)N. Drug 2: CC1=C(C(=CC=C1)Cl)NC(=O)C2=CN=C(S2)NC3=CC(=NC(=N3)C)N4CCN(CC4)CCO. Cell line: SW-620. Synergy scores: CSS=2.69, Synergy_ZIP=-0.262, Synergy_Bliss=-0.315, Synergy_Loewe=-14.1, Synergy_HSA=-2.34. (3) Drug 1: C1CC(=O)NC(=O)C1N2C(=O)C3=CC=CC=C3C2=O. Drug 2: N.N.Cl[Pt+2]Cl. Cell line: SK-OV-3. Synergy scores: CSS=30.6, Synergy_ZIP=-8.27, Synergy_Bliss=-2.29, Synergy_Loewe=-9.24, Synergy_HSA=-2.18. (4) Drug 1: COC1=CC(=CC(=C1O)OC)C2C3C(COC3=O)C(C4=CC5=C(C=C24)OCO5)OC6C(C(C7C(O6)COC(O7)C8=CC=CS8)O)O. Drug 2: C1CC(=O)NC(=O)C1N2C(=O)C3=CC=CC=C3C2=O. Cell line: MCF7. Synergy scores: CSS=39.9, Synergy_ZIP=3.36, Synergy_Bliss=4.33, Synergy_Loewe=-21.4, Synergy_HSA=3.87. (5) Drug 1: COC1=NC(=NC2=C1N=CN2C3C(C(C(O3)CO)O)O)N. Drug 2: CCCCCOC(=O)NC1=NC(=O)N(C=C1F)C2C(C(C(O2)C)O)O. Cell line: NCI-H522. Synergy scores: CSS=-6.63, Synergy_ZIP=2.54, Synergy_Bliss=0.683, Synergy_Loewe=-6.96, Synergy_HSA=-6.45. (6) Drug 1: CC1CCC2CC(C(=CC=CC=CC(CC(C(=O)C(C(C(=CC(C(=O)CC(OC(=O)C3CCCCN3C(=O)C(=O)C1(O2)O)C(C)CC4CCC(C(C4)OC)OCCO)C)C)O)OC)C)C)C)OC. Drug 2: C(=O)(N)NO. Cell line: SW-620. Synergy scores: CSS=12.9, Synergy_ZIP=-4.07, Synergy_Bliss=0.263, Synergy_Loewe=-11.1, Synergy_HSA=1.40.